From a dataset of Full USPTO retrosynthesis dataset with 1.9M reactions from patents (1976-2016). Predict the reactants needed to synthesize the given product. (1) Given the product [I:8][C:14]1[NH:13][C:12]([C:15]2([CH3:19])[CH2:16][O:17][CH2:18]2)=[N:11][C:10]=1[CH3:9], predict the reactants needed to synthesize it. The reactants are: C1C(=O)N([I:8])C(=O)C1.[CH3:9][C:10]1[N:11]=[C:12]([C:15]2([CH3:19])[CH2:18][O:17][CH2:16]2)[NH:13][CH:14]=1. (2) The reactants are: [OH:1][CH2:2][C:3]1[CH:8]=[CH:7][CH:6]=[CH:5][C:4]=1[OH:9].Br[CH2:11][CH:12]1[CH2:15][CH2:14][CH2:13]1.C(=O)([O-])[O-].[K+].[K+]. Given the product [CH:12]1([CH2:11][O:9][C:4]2[CH:5]=[CH:6][CH:7]=[CH:8][C:3]=2[CH2:2][OH:1])[CH2:15][CH2:14][CH2:13]1, predict the reactants needed to synthesize it. (3) Given the product [F:35][C@H:30]1[C@@H:31]([OH:34])[CH2:32][CH2:33][N:28]([C:24]2[N:23]=[C:22]([NH:21][C:2]3[N:7]=[CH:6][C:5]4[C:8]([N:14]5[CH2:18][CH2:17][N:16]([CH3:19])[C:15]5=[O:20])=[N:9][N:10]([CH:11]([CH3:13])[CH3:12])[C:4]=4[CH:3]=3)[CH:27]=[CH:26][N:25]=2)[CH2:29]1, predict the reactants needed to synthesize it. The reactants are: Cl[C:2]1[N:7]=[CH:6][C:5]2[C:8]([N:14]3[CH2:18][CH2:17][N:16]([CH3:19])[C:15]3=[O:20])=[N:9][N:10]([CH:11]([CH3:13])[CH3:12])[C:4]=2[CH:3]=1.[NH2:21][C:22]1[CH:27]=[CH:26][N:25]=[C:24]([N:28]2[CH2:33][CH2:32][C@H:31]([OH:34])[C@H:30]([F:35])[CH2:29]2)[N:23]=1.C1(P(C2C=CC=CC=2)C2C3OC4C(=CC=CC=4P(C4C=CC=CC=4)C4C=CC=CC=4)C(C)(C)C=3C=CC=2)C=CC=CC=1.C(=O)([O-])[O-].[Cs+].[Cs+]. (4) The reactants are: [Br:1][C:2]1[CH:3]=[C:4]([CH:6]=[CH:7][C:8]=1[CH3:9])[NH2:5].[CH3:10][C:11]([O:14][C:15](O[C:15]([O:14][C:11]([CH3:13])([CH3:12])[CH3:10])=[O:16])=[O:16])([CH3:13])[CH3:12].CCN(CC)CC.O. Given the product [Br:1][C:2]1[CH:3]=[C:4]([NH:5][C:15](=[O:16])[O:14][C:11]([CH3:13])([CH3:12])[CH3:10])[CH:6]=[CH:7][C:8]=1[CH3:9], predict the reactants needed to synthesize it. (5) Given the product [CH3:16][C@@H:8]([C@@H:6]([OH:7])[C:5]([O:4][CH:1]([CH3:2])[CH3:3])=[O:15])[C:9]([O:11][CH:12]([CH3:14])[CH3:13])=[O:10], predict the reactants needed to synthesize it. The reactants are: [CH:1]([O:4][C:5](=[O:15])[C@H:6]([CH2:8][C:9]([O:11][CH:12]([CH3:14])[CH3:13])=[O:10])[OH:7])([CH3:3])[CH3:2].[CH3:16][Si]([N-][Si](C)(C)C)(C)C.[Li+].IC.[NH4+].[Cl-]. (6) Given the product [CH3:27][N:28]1[CH:32]=[CH:31][CH:30]=[C:29]1[C:2]1[CH:3]=[C:4]([N:8]2[C:12]3[CH:13]=[CH:14][C:15]([C:17]([NH:19][CH2:20][C:21]4[CH:22]=[N:23][CH:24]=[CH:25][CH:26]=4)=[O:18])=[CH:16][C:11]=3[N:10]=[CH:9]2)[CH:5]=[CH:6][CH:7]=1, predict the reactants needed to synthesize it. The reactants are: Br[C:2]1[CH:3]=[C:4]([N:8]2[C:12]3[CH:13]=[CH:14][C:15]([C:17]([NH:19][CH2:20][C:21]4[CH:22]=[N:23][CH:24]=[CH:25][CH:26]=4)=[O:18])=[CH:16][C:11]=3[N:10]=[CH:9]2)[CH:5]=[CH:6][CH:7]=1.[CH3:27][N:28]1[CH:32]=[CH:31][CH:30]=[C:29]1[Sn](CCCC)(CCCC)CCCC.